Task: Predict the reaction yield, written as a fraction of the theoretical maximum amount of product (1.0 means a 100% yield; for example, 0.34 means a 34% yield).. Dataset: Reaction yield outcomes from USPTO patents with 853,638 reactions The product is [CH3:14][O:15][N:16]=[C:17]1[C:25]2[C:20](=[CH:21][C:22]([C:26](=[O:35])[C:27]([C:28]3[CH:33]=[CH:32][N:31]=[CH:30][CH:29]=3)=[O:34])=[CH:23][CH:24]=2)[CH2:19][CH2:18]1. The reactants are CS(C)=O.ClCCl.C(Cl)(=O)C(Cl)=O.[CH3:14][O:15][N:16]=[C:17]1[C:25]2[C:20](=[CH:21][C:22]([CH:26]([OH:35])[CH:27]([OH:34])[C:28]3[CH:33]=[CH:32][N:31]=[CH:30][CH:29]=3)=[CH:23][CH:24]=2)[CH2:19][CH2:18]1. The yield is 0.940. The catalyst is ClCCl.CS(C)=O.C(N(CC)CC)C.